The task is: Predict the reaction yield, written as a fraction of the theoretical maximum amount of product (1.0 means a 100% yield; for example, 0.34 means a 34% yield).. This data is from Reaction yield outcomes from USPTO patents with 853,638 reactions. The reactants are C(O[C:4]([C:6]1[C:11]([N+:12]([O-])=O)=[C:10]([NH:15][C:16]2[CH:21]=[CH:20][CH:19]=[CH:18][C:17]=2[O:22][CH3:23])[N:9]=[C:8]([NH:24][C@H:25]2[CH2:29][CH2:28][N:27](C(OC(C)(C)C)=O)[CH2:26]2)[N:7]=1)=[O:5])C.[NH2:37]C1C(C(OCC)=O)=NC(N[C@H]2CCN(C(OC(C)(C)C)=O)C2)=NC=1NC1C=CC=CC=1OC.[CH2:71]([OH:73])C. The catalyst is [Pd]. The product is [CH3:23][O:22][C:17]1[CH:18]=[CH:19][CH:20]=[CH:21][C:16]=1[N:15]1[C:71](=[O:73])[NH:12][C:11]2[C:10]1=[N:9][C:8]([NH:24][C@H:25]1[CH2:29][CH2:28][NH:27][CH2:26]1)=[N:7][C:6]=2[C:4]([NH2:37])=[O:5]. The yield is 0.940.